Predict the reactants needed to synthesize the given product. From a dataset of Full USPTO retrosynthesis dataset with 1.9M reactions from patents (1976-2016). (1) Given the product [Cl:21][C:18]1[CH:19]=[C:20]2[C:15](=[CH:16][CH:17]=1)[N:14]=[C:13]([CH3:22])[C:12]([CH3:23])=[C:11]2[N:8]1[C:9]2[C:5](=[C:4]([O:24][CH3:25])[CH:3]=[C:2]([C:34]3[CH:35]=[N:36][NH:37][CH:38]=3)[CH:10]=2)[CH:6]=[CH:7]1, predict the reactants needed to synthesize it. The reactants are: Br[C:2]1[CH:10]=[C:9]2[C:5]([CH:6]=[CH:7][N:8]2[C:11]2[C:20]3[C:15](=[CH:16][CH:17]=[C:18]([Cl:21])[CH:19]=3)[N:14]=[C:13]([CH3:22])[C:12]=2[CH3:23])=[C:4]([O:24][CH3:25])[CH:3]=1.CC1(C)C(C)(C)OB([C:34]2[CH:35]=[N:36][NH:37][CH:38]=2)O1. (2) The reactants are: [F:1][CH:2]([F:12])[O:3][C:4]1[CH:11]=[CH:10][C:7]([CH:8]=O)=[CH:6][CH:5]=1.C(O)(=O)[CH2:14][C:15]([OH:17])=[O:16]. Given the product [F:1][CH:2]([F:12])[O:3][C:4]1[CH:11]=[CH:10][C:7]([CH:8]=[CH:14][C:15]([OH:17])=[O:16])=[CH:6][CH:5]=1, predict the reactants needed to synthesize it. (3) Given the product [OH:11][CH2:2][C:3]1[C:4]([O:6][C:7](=[O:10])[C:8]=1[CH3:9])=[O:5], predict the reactants needed to synthesize it. The reactants are: Br[CH2:2][C:3]1[C:4]([O:6][C:7](=[O:10])[C:8]=1[CH3:9])=[O:5].[OH-:11].[Na+].Cl.[Cl-].[Na+]. (4) Given the product [OH:6][CH2:7][C:8]1([O:12][C:13]2[CH:14]=[C:15]([CH:32]=[C:33]([C:35](=[O:43])[NH:36][C:37]3[CH:41]=[CH:40][N:39]([CH3:42])[N:38]=3)[CH:34]=2)[O:16][C:17]2[N:18]=[CH:19][C:20]([C:23]3[O:27][N:26]=[C:25]([C:28]([NH:30][CH3:31])=[O:29])[N:24]=3)=[N:21][CH:22]=2)[CH2:11][CH2:10][CH2:9]1, predict the reactants needed to synthesize it. The reactants are: C([Si](C)(C)[O:6][CH2:7][C:8]1([O:12][C:13]2[CH:14]=[C:15]([CH:32]=[C:33]([C:35](=[O:43])[NH:36][C:37]3[CH:41]=[CH:40][N:39]([CH3:42])[N:38]=3)[CH:34]=2)[O:16][C:17]2[N:18]=[CH:19][C:20]([C:23]3[O:27][N:26]=[C:25]([C:28]([NH:30][CH3:31])=[O:29])[N:24]=3)=[N:21][CH:22]=2)[CH2:11][CH2:10][CH2:9]1)(C)(C)C.C1COCC1.Cl.